Predict the reaction yield, written as a fraction of the theoretical maximum amount of product (1.0 means a 100% yield; for example, 0.34 means a 34% yield). From a dataset of Reaction yield outcomes from USPTO patents with 853,638 reactions. (1) The reactants are [C:1]([NH:4][CH2:5][C:6]([NH:8][C:9]1[N:27]=[C:12]2[CH:13]=[CH:14][CH:15]=[C:16]([C:17]3[CH:22]=[CH:21][CH:20]=[C:19]([S:23]([CH3:26])(=[O:25])=[O:24])[CH:18]=3)[N:11]2[N:10]=1)=O)(=O)[CH3:2].COC1C=CC(P2(SP(C3C=CC(OC)=CC=3)(=S)S2)=[S:37])=CC=1. No catalyst specified. The product is [CH3:2][C:1]1[S:37][C:6]([NH:8][C:9]2[N:27]=[C:12]3[CH:13]=[CH:14][CH:15]=[C:16]([C:17]4[CH:22]=[CH:21][CH:20]=[C:19]([S:23]([CH3:26])(=[O:25])=[O:24])[CH:18]=4)[N:11]3[N:10]=2)=[CH:5][N:4]=1. The yield is 0.400. (2) The reactants are C([O-])([O-])=O.[K+].[K+].[C@@H]1(N)CCCC[C@H]1N.[NH:15]1[CH2:19][CH2:18][CH2:17][C:16]1=[O:20].Cl[C:22]1[CH:27]=[CH:26][C:25]([CH3:28])=[CH:24][CH:23]=1. The catalyst is [Cu]I. The product is [CH3:28][C:25]1[CH:26]=[CH:27][C:22]([N:15]2[CH2:19][CH2:18][CH2:17][C:16]2=[O:20])=[CH:23][CH:24]=1. The yield is 0.620. (3) The reactants are Br[C:2]1[CH:7]=[C:6]([CH3:8])[CH:5]=[CH:4][C:3]=1[Cl:9].[C:10]1(B(O)O)[CH:15]=[CH:14][CH:13]=[CH:12][CH:11]=1.C([O-])([O-])=O.[Na+].[Na+]. The catalyst is COCCOC. The product is [Cl:9][C:3]1[CH:4]=[CH:5][C:6]([CH3:8])=[CH:7][C:2]=1[C:10]1[CH:15]=[CH:14][CH:13]=[CH:12][CH:11]=1. The yield is 0.900. (4) The reactants are [CH3:1][C:2]1[N:6]([CH2:7][CH2:8][CH2:9][C:10]2[CH:15]=[CH:14][C:13]([CH2:16][CH2:17][CH2:18][CH2:19][CH2:20][CH2:21][CH3:22])=[CH:12][CH:11]=2)[C:5]([C:23]2[CH:42]=[CH:41][C:26]([O:27][C@H:28]([CH2:34][C:35]3[CH:40]=[CH:39][CH:38]=[CH:37][CH:36]=3)[C:29]([O:31]CC)=[O:30])=[CH:25][CH:24]=2)=[CH:4][CH:3]=1.[OH-].[K+].Cl. The catalyst is C1COCC1.CO. The product is [CH3:1][C:2]1[N:6]([CH2:7][CH2:8][CH2:9][C:10]2[CH:15]=[CH:14][C:13]([CH2:16][CH2:17][CH2:18][CH2:19][CH2:20][CH2:21][CH3:22])=[CH:12][CH:11]=2)[C:5]([C:23]2[CH:42]=[CH:41][C:26]([O:27][C@H:28]([CH2:34][C:35]3[CH:36]=[CH:37][CH:38]=[CH:39][CH:40]=3)[C:29]([OH:31])=[O:30])=[CH:25][CH:24]=2)=[CH:4][CH:3]=1. The yield is 0.990. (5) The reactants are [CH3:1][C:2]1[N:7]=[C:6]([CH2:8]O)[CH:5]=[CH:4][CH:3]=1.S(Cl)([Cl:12])=O. The catalyst is C(Cl)Cl. The product is [Cl:12][CH2:8][C:6]1[CH:5]=[CH:4][CH:3]=[C:2]([CH3:1])[N:7]=1. The yield is 0.858. (6) The reactants are [C:1]([O-])([O-])=O.[K+].[K+].CI.[CH2:9]([O:11][C:12]([CH:14]1[CH2:19][NH:18][C:17]2[CH:20]=[C:21]([Cl:26])[C:22]([O:24][CH3:25])=[CH:23][C:16]=2[O:15]1)=[O:13])[CH3:10]. The catalyst is CN(C=O)C. The product is [CH2:9]([O:11][C:12]([CH:14]1[CH2:19][N:18]([CH3:1])[C:17]2[CH:20]=[C:21]([Cl:26])[C:22]([O:24][CH3:25])=[CH:23][C:16]=2[O:15]1)=[O:13])[CH3:10]. The yield is 0.530. (7) The yield is 0.720. The product is [Cl:19][CH2:18][CH2:17][CH2:16][C:15]([C:12]1[CH:11]=[CH:10][C:9]([C:6]([CH3:8])([CH3:7])[C:2]([OH:4])=[O:3])=[CH:14][CH:13]=1)=[O:20]. The reactants are [Mg].[C:2](=[O:4])=[O:3].Cl[C:6]([C:9]1[CH:14]=[CH:13][C:12]([C:15](=[O:20])[CH2:16][CH2:17][CH2:18][Cl:19])=[CH:11][CH:10]=1)([CH3:8])[CH3:7].Cl. The catalyst is [Cl-].C([N+](CC)(CC)CC)C.CN(C)C=O.[Ag]. (8) The reactants are C1C=C[NH+]=CC=1.[O-][Cr](Cl)(=O)=O.[CH2:12]([O:19][CH2:20][CH2:21][CH2:22][OH:23])[C:13]1[CH:18]=[CH:17][CH:16]=[CH:15][CH:14]=1. The catalyst is ClCCl. The product is [CH2:12]([O:19][CH2:20][CH2:21][CH:22]=[O:23])[C:13]1[CH:18]=[CH:17][CH:16]=[CH:15][CH:14]=1. The yield is 0.790. (9) The reactants are [Cl:1][C:2]1[CH:3]=[C:4]2[C:9](=[CH:10][CH:11]=1)[N:8]=[C:7]([O:12][CH3:13])[C:6]([NH:14][C:15](=[O:19])OCC)=[N:5]2.[CH3:20][O:21][C:22]1[CH:23]=[C:24]([N:30]2[CH2:35][CH2:34][NH:33][CH2:32][CH2:31]2)[CH:25]=[C:26]([O:28][CH3:29])[CH:27]=1. No catalyst specified. The product is [Cl:1][C:2]1[CH:3]=[C:4]2[C:9](=[CH:10][CH:11]=1)[N:8]=[C:7]([O:12][CH3:13])[C:6]([NH:14][C:15]([N:33]1[CH2:32][CH2:31][N:30]([C:24]3[CH:23]=[C:22]([O:21][CH3:20])[CH:27]=[C:26]([O:28][CH3:29])[CH:25]=3)[CH2:35][CH2:34]1)=[O:19])=[N:5]2. The yield is 0.810. (10) The reactants are [CH2:1]([O:3][C:4]([C:6]1[CH:10]=[C:9]([C:11]2[CH:16]=[CH:15][CH:14]=[CH:13][CH:12]=2)[S:8][C:7]=1[NH2:17])=[O:5])[CH3:2].[C:18](O[C:18]([O:20][C:21]([CH3:24])([CH3:23])[CH3:22])=[O:19])([O:20][C:21]([CH3:24])([CH3:23])[CH3:22])=[O:19]. The catalyst is ClCCl.CN(C)C1C=CN=CC=1. The product is [CH2:1]([O:3][C:4]([C:6]1[CH:10]=[C:9]([C:11]2[CH:16]=[CH:15][CH:14]=[CH:13][CH:12]=2)[S:8][C:7]=1[NH:17][C:18]([O:20][C:21]([CH3:24])([CH3:23])[CH3:22])=[O:19])=[O:5])[CH3:2]. The yield is 0.270.